Dataset: Full USPTO retrosynthesis dataset with 1.9M reactions from patents (1976-2016). Task: Predict the reactants needed to synthesize the given product. (1) Given the product [Br:14][C:11]1[CH:12]=[CH:13][C:8]([C:5]2[CH:6]=[CH:7][C:2]([CH:23]=[O:24])=[CH:3][CH:4]=2)=[CH:9][CH:10]=1, predict the reactants needed to synthesize it. The reactants are: Br[C:2]1[CH:7]=[CH:6][C:5]([C:8]2[CH:13]=[CH:12][C:11]([Br:14])=[CH:10][CH:9]=2)=[CH:4][CH:3]=1.[Li]CCCC.CN([CH:23]=[O:24])C. (2) The reactants are: CS[C:3]1[CH:8]=[CH:7][CH:6]=[CH:5][C:4]=1[C:9]1[C:18]2[CH:17]=[C:16]([C:19]([O:21][CH3:22])=[O:20])[CH:15]=[CH:14][C:13]=2[CH2:12][CH2:11][CH:10]=1.Cl[C:24]1C=CC=C(C(OO)=O)C=1.[S:34]([O-:37])(O)=[O:35].[Na+]. Given the product [CH3:24][S:34]([C:3]1[CH:8]=[CH:7][CH:6]=[CH:5][C:4]=1[C:9]1[C:18]2[CH:17]=[C:16]([C:19]([O:21][CH3:22])=[O:20])[CH:15]=[CH:14][C:13]=2[CH2:12][CH2:11][CH:10]=1)(=[O:37])=[O:35], predict the reactants needed to synthesize it. (3) Given the product [CH3:1][C:2]1[CH:3]=[CH:4][C:5]([CH2:8][O:9][C:10]2[CH:33]=[C:14]([NH:15][CH2:16][C:17]3[CH:22]=[CH:21][C:20]([C:23]4[CH:28]=[CH:27][C:26]([C:29]([F:32])([F:30])[F:31])=[CH:25][CH:24]=4)=[CH:19][CH:18]=3)[C:13]([NH2:34])=[CH:12][CH:11]=2)=[N:6][CH:7]=1, predict the reactants needed to synthesize it. The reactants are: [CH3:1][C:2]1[CH:3]=[CH:4][C:5]([CH2:8][O:9][C:10]2[CH:11]=[CH:12][C:13]([N+:34]([O-])=O)=[C:14]([CH:33]=2)[NH:15][CH2:16][C:17]2[CH:22]=[CH:21][C:20]([C:23]3[CH:28]=[CH:27][C:26]([C:29]([F:32])([F:31])[F:30])=[CH:25][CH:24]=3)=[CH:19][CH:18]=2)=[N:6][CH:7]=1. (4) Given the product [NH:1]([C:8]1[N:13]=[C:12]([C:14]2[N:18]([CH:19]([CH3:20])[CH3:21])[C:17]([C:22]([C:47]3[CH:45]=[CH:40][N:41]=[CH:50][CH:51]=3)=[O:23])=[N:16][CH:15]=2)[CH:11]=[CH:10][N:9]=1)[C:2]1[CH:7]=[CH:6][CH:5]=[CH:4][CH:3]=1, predict the reactants needed to synthesize it. The reactants are: [NH:1]([C:8]1[N:13]=[C:12]([C:14]2[N:18]([CH:19]([CH3:21])[CH3:20])[C:17]([CH:22]=[O:23])=[N:16][CH:15]=2)[CH:11]=[CH:10][N:9]=1)[C:2]1[CH:7]=[CH:6][CH:5]=[CH:4][CH:3]=1.N(C1N=C(C2[N:41](C(C)C)[C:40]([C:45]([C:47]3SC=[CH:50][CH:51]=3)=O)=NC=2)C=CN=1)C1C=CC=CC=1. (5) Given the product [Cl:1][C:2]1[CH:3]=[CH:4][C:5]2[N:11]3[C:12]([C:15]([F:18])([F:17])[F:16])=[N:13][N:14]=[C:10]3[C@@H:9]([CH2:19][C:20]([N:52]3[CH2:51][CH2:50][N:49]([CH2:54][CH2:55][C:56]([O:58][CH2:59][CH3:60])=[O:57])[C:48](=[O:47])[CH2:53]3)=[O:21])[S:8][C@H:7]([C:23]3[CH:28]=[CH:27][CH:26]=[C:25]([O:29][CH3:30])[C:24]=3[O:31][CH3:32])[C:6]=2[CH:33]=1, predict the reactants needed to synthesize it. The reactants are: [Cl:1][C:2]1[CH:3]=[CH:4][C:5]2[N:11]3[C:12]([C:15]([F:18])([F:17])[F:16])=[N:13][N:14]=[C:10]3[C@@H:9]([CH2:19][C:20](O)=[O:21])[S:8][C@H:7]([C:23]3[CH:28]=[CH:27][CH:26]=[C:25]([O:29][CH3:30])[C:24]=3[O:31][CH3:32])[C:6]=2[CH:33]=1.Cl.C(N=C=NCCCN(C)C)C.Cl.[O:47]=[C:48]1[CH2:53][NH:52][CH2:51][CH2:50][N:49]1[CH2:54][CH2:55][C:56]([O:58][CH2:59][CH3:60])=[O:57].O.ON1C2C=CC=CC=2N=N1. (6) Given the product [CH2:1]([O:3][C:4]([C:6]1[CH:7]=[N:8][N:9]([CH2:11][C:12]2[N:31]=[N:32][NH:33][CH:13]=2)[CH:10]=1)=[O:5])[CH3:2], predict the reactants needed to synthesize it. The reactants are: [CH2:1]([O:3][C:4]([C:6]1[CH:7]=[N:8][N:9]([CH2:11][C:12]#[C:13][Si](C)(C)C)[CH:10]=1)=[O:5])[CH3:2].[Na].O=C1O[C@H]([C@H](CO)O)C(O)=C1O.[N:31]([Si](C)(C)C)=[N+:32]=[N-:33]. (7) Given the product [CH3:55][O:54][Si:53]([O:56][CH3:57])([O:58][CH3:59])[CH2:52][CH2:51][CH2:50][NH:49][CH:19]([CH2:18][C:17]([O:38][CH2:39][CH3:40])=[O:37])[C:20]([O:22][CH2:23][CH3:24])=[O:21], predict the reactants needed to synthesize it. The reactants are: O=C=NC1CC(C)(C)CC(C)(CN=C=O)C1.[C:17]([O:38][CH2:39][CH2:40]CCCCCC(C)C)(=[O:37])[C:18]1[C:19](=CC=CC=1)[C:20]([O:22][CH2:23][CH2:24]CCCCCC(C)C)=[O:21].[NH2:49][CH2:50][CH2:51][CH2:52][Si:53]([O:58][CH3:59])([O:56][CH3:57])[O:54][CH3:55].C(OCC)(=O)/C=C\C(OCC)=O.